This data is from Full USPTO retrosynthesis dataset with 1.9M reactions from patents (1976-2016). The task is: Predict the reactants needed to synthesize the given product. (1) Given the product [C:33]1([P:26](=[O:13])([C:20]2[CH:21]=[CH:22][CH:23]=[CH:24][CH:25]=2)[C:27]2[CH:32]=[CH:31][CH:30]=[CH:29][CH:28]=2)[CH:34]=[CH:35][CH:36]=[CH:37][CH:38]=1, predict the reactants needed to synthesize it. The reactants are: CC1N=CN=C2C=1N=CN2[C@@H]1O[C@@H](CO)[C@@H](O)[C@H]1[OH:13].[C:20]1([P:26]([C:33]2[CH:38]=[CH:37][CH:36]=[CH:35][CH:34]=2)[C:27]2[CH:32]=[CH:31][CH:30]=[CH:29][CH:28]=2)[CH:25]=[CH:24][CH:23]=[CH:22][CH:21]=1.N1C=CN=C1.II. (2) Given the product [OH:13][CH2:12][C:4]1[CH:5]=[C:6]([C:8]([O:10][CH3:11])=[O:9])[CH:7]=[C:2]([CH3:1])[N:3]=1, predict the reactants needed to synthesize it. The reactants are: [CH3:1][C:2]1[CH:7]=[C:6]([C:8]([O:10][CH3:11])=[O:9])[CH:5]=[CH:4][N:3]=1.[CH3:12][OH:13].